This data is from Catalyst prediction with 721,799 reactions and 888 catalyst types from USPTO. The task is: Predict which catalyst facilitates the given reaction. (1) Reactant: Cl[C:2]1[N:3]=[CH:4][C:5]2[N:11]([CH3:12])[C:10](=[O:13])[C:9]([F:15])([F:14])[CH2:8][N:7]([CH:16]3[CH2:20][CH2:19][C@@H:18]([CH3:21])[CH2:17]3)[C:6]=2[N:22]=1.[NH2:23][C:24]1[CH:32]=[CH:31][C:27]([C:28]([OH:30])=[O:29])=[CH:26][C:25]=1[O:33][CH3:34].O.CC1C=CC(S(O)(=O)=O)=CC=1. Product: [F:14][C:9]1([F:15])[CH2:8][N:7]([CH:16]2[CH2:20][CH2:19][C@@H:18]([CH3:21])[CH2:17]2)[C:6]2[N:22]=[C:2]([NH:23][C:24]3[CH:32]=[CH:31][C:27]([C:28]([OH:30])=[O:29])=[CH:26][C:25]=3[O:33][CH3:34])[N:3]=[CH:4][C:5]=2[N:11]([CH3:12])[C:10]1=[O:13]. The catalyst class is: 12. (2) Reactant: [C:1]([O:5][C:6](=[O:14])[C:7]1[CH:12]=[CH:11][CH:10]=[C:9]([CH3:13])[CH:8]=1)([CH3:4])([CH3:3])[CH3:2].C1C(=O)N([Br:22])C(=O)C1.CC(N=NC(C#N)(C)C)(C#N)C. Product: [C:1]([O:5][C:6](=[O:14])[C:7]1[CH:12]=[CH:11][CH:10]=[C:9]([CH2:13][Br:22])[CH:8]=1)([CH3:4])([CH3:3])[CH3:2]. The catalyst class is: 53.